From a dataset of Forward reaction prediction with 1.9M reactions from USPTO patents (1976-2016). Predict the product of the given reaction. (1) Given the reactants [CH3:1][O:2][C:3]1[CH:8]=[CH:7][C:6]([CH2:9][C:10]([OH:12])=O)=[CH:5][CH:4]=1.C(Cl)[Cl:14], predict the reaction product. The product is: [CH3:1][O:2][C:3]1[CH:8]=[CH:7][C:6]([CH2:9][C:10]([Cl:14])=[O:12])=[CH:5][CH:4]=1. (2) The product is: [Cl:14][C:15]1[CH:20]=[CH:19][C:18]([S:21][C:2]2[C:7]([F:8])=[C:6]([CH2:9][CH3:10])[N:5]=[CH:4][N:3]=2)=[CH:17][CH:16]=1. Given the reactants Cl[C:2]1[C:7]([F:8])=[C:6]([CH2:9][CH3:10])[N:5]=[CH:4][N:3]=1.C(#N)C.[Cl:14][C:15]1[CH:20]=[CH:19][C:18]([SH:21])=[CH:17][CH:16]=1.C(N(C(C)C)CC)(C)C, predict the reaction product. (3) Given the reactants [CH:1]1[CH:2]=[CH:3][C:4]2[N:15]([C:16]([NH2:18])=[O:17])[C:14]3[CH:13]=[CH:12][CH:11]=[CH:10][C:9]=3[CH:8]=[CH:7][C:5]=2[CH:6]=1, predict the reaction product. The product is: [CH:11]1[CH:12]=[CH:13][C:14]2[N:15]([C:16]([NH2:18])=[O:17])[C:4]3[CH:3]=[CH:2][CH:1]=[CH:6][C:5]=3[CH:7]=[CH:8][C:9]=2[CH:10]=1.[CH:16]([NH2:15])=[O:17]. (4) Given the reactants [H-].[Na+].[CH3:3][C:4]1[CH:9]=[CH:8][C:7]([N:10]2[CH:14]=[C:13]([C:15]([N:17]3[CH2:22][CH2:21][NH:20][C:19](=[O:23])[CH2:18]3)=[O:16])[N:12]=[C:11]2[C:24]2[CH:25]=[N:26][C:27]([CH3:30])=[CH:28][CH:29]=2)=[CH:6][CH:5]=1.[CH3:31]I, predict the reaction product. The product is: [CH3:3][C:4]1[CH:5]=[CH:6][C:7]([N:10]2[CH:14]=[C:13]([C:15]([N:17]3[CH2:22][CH2:21][N:20]([CH3:31])[C:19](=[O:23])[CH2:18]3)=[O:16])[N:12]=[C:11]2[C:24]2[CH:25]=[N:26][C:27]([CH3:30])=[CH:28][CH:29]=2)=[CH:8][CH:9]=1. (5) The product is: [CH:30]1[C:39]2[C:34](=[C:35]([N:40]3[C:5]([C:7]4[C:12](=[O:13])[CH:11]=[CH:10][N:9]([C:14]5[CH:19]=[CH:18][CH:17]=[C:16]([S:20]([N:23]6[CH2:28][CH2:27][CH2:26][CH2:25][CH2:24]6)(=[O:22])=[O:21])[CH:15]=5)[N:8]=4)=[CH:4][CH:3]=[N:41]3)[CH:36]=[CH:37][CH:38]=2)[CH:33]=[CH:32][N:31]=1. Given the reactants CN(C)/[CH:3]=[CH:4]/[C:5]([C:7]1[C:12](=[O:13])[CH:11]=[CH:10][N:9]([C:14]2[CH:19]=[CH:18][CH:17]=[C:16]([S:20]([N:23]3[CH2:28][CH2:27][CH2:26][CH2:25][CH2:24]3)(=[O:22])=[O:21])[CH:15]=2)[N:8]=1)=O.[CH:30]1[C:39]2[C:34](=[C:35]([NH:40][NH2:41])[CH:36]=[CH:37][CH:38]=2)[CH:33]=[CH:32][N:31]=1, predict the reaction product. (6) Given the reactants [CH3:1][C:2]1[CH:7]=[CH:6][C:5]([CH2:8][CH2:9][CH2:10][C:11](Cl)=[O:12])=[CH:4][CH:3]=1.[C:14]([O:17][CH2:18][C@@:19]([NH:30][C:31](=[O:33])[CH3:32])([CH2:28][CH3:29])[CH2:20][CH2:21][C:22]1[N:23]([CH3:27])[CH:24]=[CH:25][CH:26]=1)(=[O:16])[CH3:15].C([O:37][CH2:38][CH3:39])(=O)C.O, predict the reaction product. The product is: [C:14]([O:17][CH2:18][C@@:19]([NH:30][C:31](=[O:33])[CH3:32])([CH2:28][CH3:29])[CH2:20][CH2:21][C:22]1[N:23]([CH3:27])[C:24]([C:11]([O:12][C:38](=[O:37])[CH2:39][CH2:9][CH2:8][C:5]2[CH:6]=[CH:7][C:2]([CH3:1])=[CH:3][CH:4]=2)=[CH:10][CH2:9][CH2:8][C:5]2[CH:6]=[CH:7][C:2]([CH3:1])=[CH:3][CH:4]=2)=[CH:25][CH:26]=1)(=[O:16])[CH3:15]. (7) Given the reactants [Si:1]([O:18][CH2:19][C:20]1[CH:21]=[C:22]([C:27]2[CH:32]=[CH:31][C:30]([F:33])=[CH:29][CH:28]=2)[C:23](=[O:26])[NH:24][N:25]=1)([C:14]([CH3:17])([CH3:16])[CH3:15])([C:8]1[CH:13]=[CH:12][CH:11]=[CH:10][CH:9]=1)[C:2]1[CH:7]=[CH:6][CH:5]=[CH:4][CH:3]=1.[O:34]1[CH:39]=[CH:38][CH2:37][CH2:36][CH2:35]1.CC1C=CC(S([O-])(=O)=O)=CC=1.C1C=C[NH+]=CC=1.C([O-])(O)=O.[Na+], predict the reaction product. The product is: [Si:1]([O:18][CH2:19][C:20]1[CH:21]=[C:22]([C:27]2[CH:28]=[CH:29][C:30]([F:33])=[CH:31][CH:32]=2)[C:23](=[O:26])[N:24]([CH:35]2[CH2:36][CH2:37][CH2:38][CH2:39][O:34]2)[N:25]=1)([C:14]([CH3:17])([CH3:15])[CH3:16])([C:2]1[CH:7]=[CH:6][CH:5]=[CH:4][CH:3]=1)[C:8]1[CH:9]=[CH:10][CH:11]=[CH:12][CH:13]=1. (8) Given the reactants [C:1]([OH:13])(=[O:12])[CH2:2][CH2:3][CH2:4][CH2:5][CH2:6][CH2:7][CH2:8][CH2:9][CH2:10][CH3:11].[Br-].C(CCCCCCCCC[P+](C1C=CC=CC=1)(C1C=CC=CC=1)C1C=CC=CC=1)(O)=O.[F:46][C:47]1[CH:54]=[C:53]([F:55])[CH:52]=[CH:51][C:48]=1C=O, predict the reaction product. The product is: [F:46][C:47]1[CH:54]=[C:53]([F:55])[CH:52]=[CH:51][C:48]=1[CH2:11][CH2:10][CH2:9][CH2:8][CH2:7][CH2:6][CH2:5][CH2:4][CH2:3][CH2:2][C:1]([OH:13])=[O:12]. (9) Given the reactants [NH:1]1[CH2:6][CH2:5][CH:4]([CH2:7][CH2:8][OH:9])[CH2:3][CH2:2]1.C(N(CC)CC)C.[F:17][C:18]([F:29])([F:28])[C:19](O[C:19](=[O:20])[C:18]([F:29])([F:28])[F:17])=[O:20], predict the reaction product. The product is: [F:17][C:18]([F:29])([F:28])[C:19]([N:1]1[CH2:6][CH2:5][CH:4]([CH2:7][CH2:8][OH:9])[CH2:3][CH2:2]1)=[O:20]. (10) Given the reactants COC(=O)[C@@H](NC(OC(C)(C)C)=O)C[C:6]1[C:14]2[C:9](=[CH:10][CH:11]=[CH:12][CH:13]=2)[N:8](CC2C=C(Cl)C=C(Cl)C=2)[CH:7]=1.[H-].[K+].COC(=O)[C@@H](NC(OC(C)(C)C)=O)CC1C2C(=CC=CC=2)NC=1.ClC1C=C(C=C(Cl)C=1)CBr, predict the reaction product. The product is: [NH:8]1[C:9]2[C:14](=[CH:13][CH:12]=[CH:11][CH:10]=2)[CH:6]=[CH:7]1.